From a dataset of Catalyst prediction with 721,799 reactions and 888 catalyst types from USPTO. Predict which catalyst facilitates the given reaction. (1) Reactant: C(OC(=O)[NH:10][S:11]([N:14]1[CH2:18][CH2:17][CH:16]([OH:19])[CH2:15]1)(=[O:13])=[O:12])C1C=CC=CC=1. Product: [OH:19][CH:16]1[CH2:17][CH2:18][N:14]([S:11]([NH2:10])(=[O:13])=[O:12])[CH2:15]1. The catalyst class is: 352. (2) Reactant: [CH3:1][N:2]1[C:7]2[N:8]([CH3:15])[CH:9]=[C:10]([CH2:11][C:12]([OH:14])=O)[C:6]=2[C:5](=[O:16])[N:4]([CH3:17])[C:3]1=[O:18].[F:19][C:20]1[C:25]([C:26]([F:29])([F:28])[F:27])=[C:24]([F:30])[CH:23]=[CH:22][C:21]=1[C:31]1[N:32]=[C:33]([NH2:36])[S:34][CH:35]=1.CCN=C=NCCCN(C)C.Cl.C1C=CC2N(O)N=NC=2C=1. Product: [F:19][C:20]1[C:25]([C:26]([F:27])([F:28])[F:29])=[C:24]([F:30])[CH:23]=[CH:22][C:21]=1[C:31]1[N:32]=[C:33]([NH:36][C:12](=[O:14])[CH2:11][C:10]2[C:6]3[C:5](=[O:16])[N:4]([CH3:17])[C:3](=[O:18])[N:2]([CH3:1])[C:7]=3[N:8]([CH3:15])[CH:9]=2)[S:34][CH:35]=1. The catalyst class is: 864. (3) Reactant: [CH:1]([C:3]1[CH:4]=[C:5]([CH:10]=[CH:11][CH:12]=1)[C:6]([O:8][CH3:9])=[O:7])=O.[NH:13]1[CH2:18][CH2:17][O:16][CH2:15][CH2:14]1.[BH3-]C#N.[Na+]. Product: [O:16]1[CH2:17][CH2:18][N:13]([CH2:1][C:3]2[CH:4]=[C:5]([CH:10]=[CH:11][CH:12]=2)[C:6]([O:8][CH3:9])=[O:7])[CH2:14][CH2:15]1. The catalyst class is: 5. (4) Product: [CH2:8]([O:10][C:11]([C:13]1[NH:14][C:15]2[C:20]([CH:21]=1)=[C:19]([O:22][C:23]1[CH:24]=[CH:25][CH:26]=[C:27]([F:29])[CH:28]=1)[CH:18]=[CH:17][CH:16]=2)=[O:12])[CH3:9]. Reactant: N(OC(C)(C)C)=O.[CH2:8]([O:10][C:11]([C:13]1[NH:14][C:15]2[C:20]([CH:21]=1)=[C:19]([O:22][C:23]1[CH:28]=[C:27]([F:29])[CH:26]=[CH:25][C:24]=1N)[CH:18]=[CH:17][CH:16]=2)=[O:12])[CH3:9]. The catalyst class is: 483. (5) Reactant: [Si:1]([O:8][CH2:9][C:10]1[N:11]([CH3:24])[C:12]2[C:17]([CH:18]=1)=[CH:16][C:15]1[CH:19]([OH:23])[CH2:20][CH2:21][CH2:22][C:14]=1[CH:13]=2)([C:4]([CH3:7])([CH3:6])[CH3:5])([CH3:3])[CH3:2]. Product: [Si:1]([O:8][CH2:9][C:10]1[N:11]([CH3:24])[C:12]2[C:17]([CH:18]=1)=[CH:16][C:15]1[C:19](=[O:23])[CH2:20][CH2:21][CH2:22][C:14]=1[CH:13]=2)([C:4]([CH3:7])([CH3:6])[CH3:5])([CH3:3])[CH3:2]. The catalyst class is: 177. (6) Reactant: Br[C:2]1[CH:3]=[C:4]([CH2:9][OH:10])[C:5]([CH3:8])=[N:6][CH:7]=1.C([O-])(=O)C.[K+].[CH3:16][C:17]1([CH3:33])[C:21]([CH3:23])([CH3:22])[O:20][B:19]([B:19]2[O:20][C:21]([CH3:23])([CH3:22])[C:17]([CH3:33])([CH3:16])[O:18]2)[O:18]1.ClCCl. Product: [CH3:8][C:5]1[C:4]([CH2:9][OH:10])=[CH:3][C:2]([B:19]2[O:20][C:21]([CH3:23])([CH3:22])[C:17]([CH3:33])([CH3:16])[O:18]2)=[CH:7][N:6]=1. The catalyst class is: 75. (7) Reactant: C(Cl)Cl.O[CH2:5][C@H:6]1[C@@H:10]([CH2:11][OH:12])[CH2:9][N:8]([C:13]([O:15][CH2:16][C:17]2[CH:22]=[CH:21][CH:20]=[CH:19][CH:18]=2)=[O:14])[CH2:7]1.S(Cl)(C1C=CC(C)=CC=1)(=O)=O. Product: [CH2:11]1[CH:10]2[CH2:9][N:8]([C:13]([O:15][CH2:16][C:17]3[CH:22]=[CH:21][CH:20]=[CH:19][CH:18]=3)=[O:14])[CH2:7][CH:6]2[CH2:5][O:12]1. The catalyst class is: 17. (8) Reactant: [F:1][C:2]1[CH:3]=[C:4]([CH:17]=[CH:18][N:19]=1)[C:5]([O:7]C1C=CC([N+]([O-])=O)=CC=1)=O.[CH2:20]([NH:22][CH2:23][CH2:24][NH2:25])[CH3:21]. Product: [CH2:20]([NH:22][CH2:23][CH2:24][NH:25][C:5](=[O:7])[C:4]1[CH:17]=[CH:18][N:19]=[C:2]([F:1])[CH:3]=1)[CH3:21]. The catalyst class is: 7. (9) The catalyst class is: 20. Product: [C:1]([O:5][C@@H:6]([C:12]1[C:36]([CH3:37])=[CH:35][C:15]2[N:16]=[C:17]([C:19]3[N:20]=[C:21]([C:25]4[CH:26]=[C:27]5[C:31](=[CH:32][CH:33]=4)[N:30]([CH3:34])[N:29]=[CH:28]5)[N:22]([CH3:24])[CH:23]=3)[S:18][C:14]=2[C:13]=1[C:38]1[CH:39]=[CH:40][C:41]([Cl:44])=[CH:42][CH:43]=1)[C:7]([OH:9])=[O:8])([CH3:4])([CH3:2])[CH3:3]. Reactant: [C:1]([O:5][C@@H:6]([C:12]1[C:36]([CH3:37])=[CH:35][C:15]2[N:16]=[C:17]([C:19]3[N:20]=[C:21]([C:25]4[CH:26]=[C:27]5[C:31](=[CH:32][CH:33]=4)[N:30]([CH3:34])[N:29]=[CH:28]5)[N:22]([CH3:24])[CH:23]=3)[S:18][C:14]=2[C:13]=1[C:38]1[CH:43]=[CH:42][C:41]([Cl:44])=[CH:40][CH:39]=1)[C:7]([O:9]CC)=[O:8])([CH3:4])([CH3:3])[CH3:2].[OH-].[Na+]. (10) Reactant: Cl.Cl.Cl.[NH2:4][CH2:5][CH2:6][N:7]1[C:15]2[C:14]([NH:16][C:17]3[CH:18]=[N:19][C:20]([O:24][C:25]4[CH:30]=[CH:29][CH:28]=[C:27]([C:31]([F:34])([F:33])[F:32])[CH:26]=4)=[C:21]([Cl:23])[CH:22]=3)=[N:13][CH:12]=[N:11][C:10]=2[CH:9]=[CH:8]1.[CH3:35][S:36]([CH2:39][C:40](O)=[O:41])(=[O:38])=[O:37].Cl.C(N=C=NCCCN(C)C)C.ON1C2C=CC=CC=2N=N1. Product: [Cl:23][C:21]1[CH:22]=[C:17]([NH:16][C:14]2[C:15]3[N:7]([CH2:6][CH2:5][NH:4][C:40](=[O:41])[CH2:39][S:36]([CH3:35])(=[O:38])=[O:37])[CH:8]=[CH:9][C:10]=3[N:11]=[CH:12][N:13]=2)[CH:18]=[N:19][C:20]=1[O:24][C:25]1[CH:30]=[CH:29][CH:28]=[C:27]([C:31]([F:33])([F:32])[F:34])[CH:26]=1. The catalyst class is: 681.